Dataset: Catalyst prediction with 721,799 reactions and 888 catalyst types from USPTO. Task: Predict which catalyst facilitates the given reaction. (1) Reactant: C([N:8]([C@H:16]([CH3:29])[C@@H:17]([OH:28])[CH2:18][C@@H:19]([C:22]1[CH:27]=[CH:26][CH:25]=[CH:24][CH:23]=1)[CH2:20][CH3:21])CC1C=CC=CC=1)C1C=CC=CC=1.C(O)(=O)C. Product: [CH3:29][C@@H:16]([NH2:8])[C@@H:17]([OH:28])[CH2:18][C@@H:19]([C:22]1[CH:27]=[CH:26][CH:25]=[CH:24][CH:23]=1)[CH2:20][CH3:21]. The catalyst class is: 19. (2) Reactant: [CH3:1][S:2]([C:5]1[CH:10]=[CH:9][C:8]([NH:11][C:12]2[C:17]([N+:18]([O-:20])=[O:19])=[C:16]([O:21][CH:22]3[CH2:27][CH2:26][NH:25][CH2:24][CH2:23]3)[N:15]=[CH:14][N:13]=2)=[CH:7][CH:6]=1)(=[O:4])=[O:3].Br[CH2:29][CH2:30][O:31][CH2:32][CH3:33].C(N(CC)CC)C. Product: [CH2:30]([O:31][CH2:32][CH2:33][N:25]1[CH2:26][CH2:27][CH:22]([O:21][C:16]2[N:15]=[CH:14][N:13]=[C:12]([NH:11][C:8]3[CH:9]=[CH:10][C:5]([S:2]([CH3:1])(=[O:4])=[O:3])=[CH:6][CH:7]=3)[C:17]=2[N+:18]([O-:20])=[O:19])[CH2:23][CH2:24]1)[CH3:29]. The catalyst class is: 3. (3) The catalyst class is: 80. Product: [CH2:30]([N:32]([CH2:33][CH2:34][OH:35])[CH2:2]/[CH:3]=[CH:4]/[CH2:5][O:6][CH2:7][C@H:8]1[CH2:13][CH2:12][C@H:11]([CH2:14][N:15]([CH3:29])[S:16]([C:19]2[CH:24]=[CH:23][C:22]([C:25]([F:28])([F:27])[F:26])=[CH:21][CH:20]=2)(=[O:18])=[O:17])[CH2:10][CH2:9]1)[CH3:31]. Reactant: Br[CH2:2]/[CH:3]=[CH:4]/[CH2:5][O:6][CH2:7][C@H:8]1[CH2:13][CH2:12][C@H:11]([CH2:14][N:15]([CH3:29])[S:16]([C:19]2[CH:24]=[CH:23][C:22]([C:25]([F:28])([F:27])[F:26])=[CH:21][CH:20]=2)(=[O:18])=[O:17])[CH2:10][CH2:9]1.[CH2:30]([NH:32][CH2:33][CH2:34][OH:35])[CH3:31]. (4) Reactant: [F:1][C:2]1[CH:7]=[C:6]([N+:8]([O-])=O)[CH:5]=[CH:4][C:3]=1[N:11]1[CH2:16][CH2:15][N:14]([CH:17]2[CH2:22][CH2:21][O:20][CH2:19][CH2:18]2)[CH2:13][CH2:12]1. Product: [F:1][C:2]1[CH:7]=[C:6]([CH:5]=[CH:4][C:3]=1[N:11]1[CH2:16][CH2:15][N:14]([CH:17]2[CH2:22][CH2:21][O:20][CH2:19][CH2:18]2)[CH2:13][CH2:12]1)[NH2:8]. The catalyst class is: 29. (5) Reactant: Br[C:2]1[CH:7]=[CH:6][C:5]([C:8]2[O:9][CH2:10][C:11]([CH3:14])([CH3:13])[N:12]=2)=[CH:4][CH:3]=1.[CH2:15]1[O:25][C:18]2([CH2:23][CH2:22][C:21](=[O:24])[CH2:20][CH2:19]2)[O:17][CH2:16]1.[NH4+].[Cl-]. Product: [CH3:13][C:11]1([CH3:14])[CH2:10][O:9][C:8]([C:5]2[CH:6]=[CH:7][C:2]([C:21]3([OH:24])[CH2:22][CH2:23][C:18]4([O:25][CH2:15][CH2:16][O:17]4)[CH2:19][CH2:20]3)=[CH:3][CH:4]=2)=[N:12]1. The catalyst class is: 1. (6) Reactant: Br[C:2]1[CH:20]=[CH:19][C:5]([CH2:6][CH:7]2[CH2:11][CH2:10][N:9]([CH:12]3[CH2:17][CH2:16][CH2:15][CH2:14][CH2:13]3)[C:8]2=[O:18])=[C:4]([Cl:21])[CH:3]=1.C1(P(C2CCCCC2)C2C=CC=CC=2C2C(C(C)C)=CC(C(C)C)=CC=2C(C)C)CCCCC1.[C:56](=[O:59])([O-])[O-:57].[Cs+].[Cs+].O1[CH2:66][C:65](=O)[N:64]=[C-]1.[Cl-].[NH4+]. Product: [Cl:21][C:4]1[CH:3]=[C:2]([N:64]2[CH2:65][CH2:66][O:57][C:56]2=[O:59])[CH:20]=[CH:19][C:5]=1[CH2:6][CH:7]1[CH2:11][CH2:10][N:9]([CH:12]2[CH2:17][CH2:16][CH2:15][CH2:14][CH2:13]2)[C:8]1=[O:18]. The catalyst class is: 101. (7) The catalyst class is: 18. Reactant: Cl.Cl.[NH:3]1[CH2:8][CH2:7][CH:6](/[CH:9]=[C:10]2/[C:11]([NH:16][CH2:17][C:18]#[CH:19])=[N:12][C:13](=[O:15])[S:14]/2)[CH2:5][CH2:4]1.[Br:20][C:21]1[CH:28]=[CH:27][C:24]([CH:25]=O)=[C:23]([C:29]([F:32])([F:31])[F:30])[CH:22]=1.C(N(CC)CC)C.C(O[BH-](OC(=O)C)OC(=O)C)(=O)C.[Na+]. Product: [Br:20][C:21]1[CH:28]=[CH:27][C:24]([CH2:25][N:3]2[CH2:8][CH2:7][CH:6](/[CH:9]=[C:10]3/[C:11]([NH:16][CH2:17][C:18]#[CH:19])=[N:12][C:13](=[O:15])[S:14]/3)[CH2:5][CH2:4]2)=[C:23]([C:29]([F:30])([F:31])[F:32])[CH:22]=1. (8) Reactant: [F:1][C:2]([F:21])([F:20])[C:3]1[CH:4]=[C:5]([S:9][CH:10]2[CH2:19][CH2:18][C:13]3([O:17][CH2:16][CH2:15][O:14]3)[CH2:12][CH2:11]2)[CH:6]=[CH:7][CH:8]=1.C([O-])(O)=[O:23].[Na+].C1C=C(Cl)C=C(C(OO)=O)C=1.[OH2:38]. Product: [F:21][C:2]([F:20])([F:1])[C:3]1[CH:4]=[C:5]([S:9]([CH:10]2[CH2:19][CH2:18][C:13]3([O:14][CH2:15][CH2:16][O:17]3)[CH2:12][CH2:11]2)(=[O:23])=[O:38])[CH:6]=[CH:7][CH:8]=1. The catalyst class is: 61. (9) Reactant: [CH:1]1(P([CH:1]2[CH2:6][CH2:5][CH2:4][CH2:3][CH2:2]2)C2C=CC=CC=2C2C(C(C)C)=CC(C(C)C)=CC=2C(C)C)[CH2:6][CH2:5][CH2:4][CH2:3][CH2:2]1.[NH2:35][C:36]1[CH:44]=[CH:43][CH:42]=[CH:41][C:37]=1[C:38]([NH2:40])=[O:39].C([O-])([O-])=O.[K+].[K+].BrC1C=CC=CC=1. Product: [C:1]1([NH:35][C:36]2[CH:44]=[CH:43][CH:42]=[CH:41][C:37]=2[C:38]([NH2:40])=[O:39])[CH:6]=[CH:5][CH:4]=[CH:3][CH:2]=1. The catalyst class is: 110.